The task is: Predict the reactants needed to synthesize the given product.. This data is from Full USPTO retrosynthesis dataset with 1.9M reactions from patents (1976-2016). Given the product [CH3:32][N:33]([CH2:1][C:3]1[CH:7]=[CH:6][O:5][C:4]=1[C:8]1[CH:9]=[CH:10][C:11]2[O:15][C:14]3[CH:16]=[C:17]([S:20]([NH:23][C@@H:24]([CH:28]([CH3:30])[CH3:29])[C:25]([OH:27])=[O:26])(=[O:21])=[O:22])[CH:18]=[CH:19][C:13]=3[C:12]=2[CH:31]=1)[CH3:34], predict the reactants needed to synthesize it. The reactants are: [CH:1]([C:3]1[CH:7]=[CH:6][O:5][C:4]=1[C:8]1[CH:9]=[CH:10][C:11]2[O:15][C:14]3[CH:16]=[C:17]([S:20]([NH:23][C@@H:24]([CH:28]([CH3:30])[CH3:29])[C:25]([OH:27])=[O:26])(=[O:22])=[O:21])[CH:18]=[CH:19][C:13]=3[C:12]=2[CH:31]=1)=O.[CH3:32][NH:33][CH3:34].C([BH3-])#N.[Na+].O.